This data is from NCI-60 drug combinations with 297,098 pairs across 59 cell lines. The task is: Regression. Given two drug SMILES strings and cell line genomic features, predict the synergy score measuring deviation from expected non-interaction effect. (1) Drug 1: CCN(CC)CCNC(=O)C1=C(NC(=C1C)C=C2C3=C(C=CC(=C3)F)NC2=O)C. Drug 2: CCN(CC)CCCC(C)NC1=C2C=C(C=CC2=NC3=C1C=CC(=C3)Cl)OC. Cell line: SF-268. Synergy scores: CSS=9.86, Synergy_ZIP=-3.19, Synergy_Bliss=-1.55, Synergy_Loewe=-1.89, Synergy_HSA=-1.52. (2) Synergy scores: CSS=0.471, Synergy_ZIP=-0.0567, Synergy_Bliss=-0.853, Synergy_Loewe=-0.886, Synergy_HSA=-1.70. Drug 1: C1CN1P(=S)(N2CC2)N3CC3. Cell line: HT29. Drug 2: COC1=NC(=NC2=C1N=CN2C3C(C(C(O3)CO)O)O)N. (3) Drug 1: CC12CCC3C(C1CCC2=O)CC(=C)C4=CC(=O)C=CC34C. Drug 2: CC1CCCC2(C(O2)CC(NC(=O)CC(C(C(=O)C(C1O)C)(C)C)O)C(=CC3=CSC(=N3)C)C)C. Cell line: RXF 393. Synergy scores: CSS=13.6, Synergy_ZIP=-1.23, Synergy_Bliss=-3.09, Synergy_Loewe=-3.59, Synergy_HSA=-2.52.